From a dataset of Forward reaction prediction with 1.9M reactions from USPTO patents (1976-2016). Predict the product of the given reaction. (1) Given the reactants [OH:1][CH2:2][C@@H:3]([NH:10][C:11]([C:13]1[NH:14][CH:15]=[C:16]([C:18](=O)[C:19]([CH2:24]OC)=[CH:20]N(C)C)[CH:17]=1)=[O:12])[C:4]1[CH:9]=[CH:8][CH:7]=[CH:6][CH:5]=1.[NH2:28][C:29]([NH2:31])=[S:30].C(=O)([O-])[O-].[K+].[K+], predict the reaction product. The product is: [OH:1][CH2:2][C@@H:3]([NH:10][C:11]([C:13]1[NH:14][CH:15]=[C:16]([C:18]2[C:19]([CH3:24])=[CH:20][N:31]=[C:29]([SH:30])[N:28]=2)[CH:17]=1)=[O:12])[C:4]1[CH:5]=[CH:6][CH:7]=[CH:8][CH:9]=1. (2) Given the reactants [CH3:1][CH:2]([CH2:4][C:5]1[C:13]2[C:8](=[CH:9][CH:10]=[CH:11][CH:12]=2)[NH:7][CH:6]=1)[NH2:3].C(N(CC)CC)C.[C:21](Cl)(Cl)=[S:22].[NH2:25][CH2:26][CH:27]1[CH2:32][CH2:31][C:30]([N:39]([CH3:41])[CH3:40])([C:33]2[CH:38]=[CH:37][CH:36]=[CH:35][CH:34]=2)[CH2:29][CH2:28]1, predict the reaction product. The product is: [CH3:40][N:39]([CH3:41])[C:30]1([C:33]2[CH:38]=[CH:37][CH:36]=[CH:35][CH:34]=2)[CH2:31][CH2:32][CH:27]([CH2:26][NH:25][C:21]([NH:3][CH:2]([CH3:1])[CH2:4][C:5]2[C:13]3[C:8](=[CH:9][CH:10]=[CH:11][CH:12]=3)[NH:7][CH:6]=2)=[S:22])[CH2:28][CH2:29]1. (3) Given the reactants C[N+]([O-:5])(C)C.Br[CH2:7][C:8]1[C:16]2[C:11](=[N:12][CH:13]=[CH:14][CH:15]=2)[N:10]([C:17]([O:19][C:20]([CH3:23])([CH3:22])[CH3:21])=[O:18])[N:9]=1, predict the reaction product. The product is: [CH:7]([C:8]1[C:16]2[C:11](=[N:12][CH:13]=[CH:14][CH:15]=2)[N:10]([C:17]([O:19][C:20]([CH3:23])([CH3:22])[CH3:21])=[O:18])[N:9]=1)=[O:5]. (4) Given the reactants Cl.[CH:2]1([CH2:5][O:6][C:7]2[CH:12]=[C:11]([O:13][CH3:14])[C:10]([F:15])=[CH:9][C:8]=2[C:16]2[C:17]3[NH:24][C:23]([CH3:25])=[C:22]([C:26]([NH:28][CH:29]4[CH2:34][CH2:33][NH:32][CH2:31][CH2:30]4)=[O:27])[C:18]=3[N:19]=[CH:20][N:21]=2)[CH2:4][CH2:3]1.[C:35](Cl)(=[O:37])[CH3:36], predict the reaction product. The product is: [C:35]([N:32]1[CH2:31][CH2:30][CH:29]([NH:28][C:26]([C:22]2[C:18]3[N:19]=[CH:20][N:21]=[C:16]([C:8]4[CH:9]=[C:10]([F:15])[C:11]([O:13][CH3:14])=[CH:12][C:7]=4[O:6][CH2:5][CH:2]4[CH2:4][CH2:3]4)[C:17]=3[NH:24][C:23]=2[CH3:25])=[O:27])[CH2:34][CH2:33]1)(=[O:37])[CH3:36]. (5) The product is: [Cl:1][C:2]1[CH:10]=[C:9]([C:11]([F:14])([F:13])[F:12])[CH:8]=[CH:7][C:3]=1[C:4]([NH:15][CH2:16][C:17]1[CH:18]=[C:19]([CH:35]=[C:36]([F:38])[CH:37]=1)[O:20][C:21]1[CH:33]=[CH:32][C:24]([O:25][C:26]([CH3:31])([CH3:30])[C:27]([OH:29])=[O:28])=[C:23]([CH3:34])[CH:22]=1)=[O:6]. Given the reactants [Cl:1][C:2]1[CH:10]=[C:9]([C:11]([F:14])([F:13])[F:12])[CH:8]=[CH:7][C:3]=1[C:4]([OH:6])=O.[NH2:15][CH2:16][C:17]1[CH:18]=[C:19]([CH:35]=[C:36]([F:38])[CH:37]=1)[O:20][C:21]1[CH:33]=[CH:32][C:24]([O:25][C:26]([CH3:31])([CH3:30])[C:27]([OH:29])=[O:28])=[C:23]([CH3:34])[CH:22]=1, predict the reaction product. (6) Given the reactants Cl[N:2]1[C:7]([C:8]2[CH:13]=[CH:12][CH:11]=[CH:10][CH:9]=2)=[CH:6][C:5]([C:14]2[CH:19]=[CH:18][CH:17]=[CH:16][CH:15]=2)=[N:4][CH:3]1[C:20]1[CH:21]=[C:22]([C:32]2[CH:37]=[CH:36][CH:35]=[C:34](Cl)[CH:33]=2)[CH:23]=[C:24]([C:26]2[CH:31]=[CH:30][CH:29]=[CH:28][CH:27]=2)[CH:25]=1.[O:39]1[C:43]2[CH:44]=[CH:45][CH:46]=[CH:47][C:42]=2[CH:41]=[C:40]1B(O)O.[C:51](=[O:54])([O-])[O-].[Cs+].[Cs+].C1(P(C2CCCCC2)[C:64]2[CH:69]=[CH:68]C=C[C:65]=2[C:70]2C(C(C)C)=CC(C(C)C)=[CH:72][C:71]=2C(C)C)CCCCC1, predict the reaction product. The product is: [O:39]1[C:43]2[CH:44]=[CH:45][CH:46]=[CH:47][C:42]=2[CH:41]=[C:40]1[C:34]1[CH:33]=[C:32]([C:22]2[CH:21]=[C:20]([C:3]3[N:4]=[C:5]([C:14]4[CH:19]=[CH:18][CH:17]=[CH:16][CH:15]=4)[CH:6]=[C:7]([C:8]4[CH:13]=[CH:12][CH:11]=[CH:10][CH:9]=4)[N:2]=3)[CH:25]=[C:24]([C:26]3[CH:31]=[CH:30][CH:29]=[C:28]([C:68]4[O:54][C:51]5[CH:72]=[CH:71][CH:70]=[CH:65][C:64]=5[CH:69]=4)[CH:27]=3)[CH:23]=2)[CH:37]=[CH:36][CH:35]=1. (7) Given the reactants [O:1]1[CH2:10][CH:2]1[CH2:3][C:4]1[CH:9]=[CH:8][CH:7]=[CH:6][CH:5]=1.[N-:11]=[N+:12]=[N-:13].[Na+], predict the reaction product. The product is: [N:11]([CH2:10][CH:2]([OH:1])[CH2:3][C:4]1[CH:9]=[CH:8][CH:7]=[CH:6][CH:5]=1)=[N+:12]=[N-:13]. (8) Given the reactants O=C(C)[CH2:3][C:4]([O:6][CH2:7][CH3:8])=[O:5].[Cl-].[Mg+2].[Cl-].N1C=CC=CC=1.[CH3:19][C:20]([CH3:31])([CH2:24][C:25]1[CH:30]=[CH:29][CH:28]=[CH:27][CH:26]=1)[C:21](Cl)=[O:22], predict the reaction product. The product is: [CH3:19][C:20]([CH3:31])([CH2:24][C:25]1[CH:30]=[CH:29][CH:28]=[CH:27][CH:26]=1)[C:21](=[O:22])[CH2:3][C:4]([O:6][CH2:7][CH3:8])=[O:5].